The task is: Predict which catalyst facilitates the given reaction.. This data is from Catalyst prediction with 721,799 reactions and 888 catalyst types from USPTO. (1) Reactant: [NH2:1][CH2:2][CH2:3][NH:4][C:5]([N:7]1[CH2:12][CH2:11][O:10][CH2:9][CH2:8]1)=[O:6].[CH2:13]([O:20][C:21]1[CH:31]=[CH:30][C:24]([O:25][CH2:26][C@@H:27]2[CH2:29][O:28]2)=[CH:23][CH:22]=1)[C:14]1[CH:19]=[CH:18][CH:17]=[CH:16][CH:15]=1. Product: [CH2:13]([O:20][C:21]1[CH:22]=[CH:23][C:24]([O:25][CH2:26][C@@H:27]([OH:28])[CH2:29][NH:1][CH2:2][CH2:3][NH:4][C:5]([N:7]2[CH2:12][CH2:11][O:10][CH2:9][CH2:8]2)=[O:6])=[CH:30][CH:31]=1)[C:14]1[CH:15]=[CH:16][CH:17]=[CH:18][CH:19]=1. The catalyst class is: 41. (2) Reactant: I[C:2]1[CH:3]=[CH:4][C:5]2[NH:6][C:7]3[C:12]([C:13]=2[CH:14]=1)=[CH:11][CH:10]=[CH:9][CH:8]=3.C1([N:21]2[C:33]3[CH:32]=[CH:31][C:30](B4OC(C)(C)C(C)(C)O4)=[CH:29][C:28]=3[C:27]3[C:22]2=[CH:23][CH:24]=[CH:25][CH:26]=3)C=CC=CC=1.[O-]P([O-])([O-])=O.[K+].[K+].[K+].O. Product: [C:2]1([N:6]2[C:5]3[CH:4]=[CH:3][C:2]([C:30]4[CH:31]=[CH:32][C:33]5[NH:21][C:22]6[C:27]([C:28]=5[CH:29]=4)=[CH:26][CH:25]=[CH:24][CH:23]=6)=[CH:14][C:13]=3[C:12]3[C:7]2=[CH:8][CH:9]=[CH:10][CH:11]=3)[CH:3]=[CH:4][CH:5]=[CH:13][CH:14]=1. The catalyst class is: 77. (3) Reactant: [CH3:1][C:2]1[CH:26]=[CH:25][C:5]([C:6]([NH:8][C:9]2[CH:14]=[C:13]([C:15]([F:18])([F:17])[F:16])[CH:12]=[C:11]([N:19]3[CH:23]=[C:22]([CH3:24])[N:21]=[CH:20]3)[CH:10]=2)=[O:7])=[CH:4][C:3]=1[NH:27][C:28]1[N:33]=[C:32]([C:34]2[CH:35]=[N:36][CH:37]=[CH:38][CH:39]=2)[CH:31]=[CH:30][N:29]=1.[ClH:40]. Product: [OH2:7].[ClH:40].[CH3:1][C:2]1[CH:26]=[CH:25][C:5]([C:6]([NH:8][C:9]2[CH:14]=[C:13]([C:15]([F:16])([F:17])[F:18])[CH:12]=[C:11]([N:19]3[CH:23]=[C:22]([CH3:24])[N:21]=[CH:20]3)[CH:10]=2)=[O:7])=[CH:4][C:3]=1[NH:27][C:28]1[N:33]=[C:32]([C:34]2[CH:35]=[N:36][CH:37]=[CH:38][CH:39]=2)[CH:31]=[CH:30][N:29]=1. The catalyst class is: 5.